From a dataset of Reaction yield outcomes from USPTO patents with 853,638 reactions. Predict the reaction yield, written as a fraction of the theoretical maximum amount of product (1.0 means a 100% yield; for example, 0.34 means a 34% yield). (1) The reactants are [C:1]1([CH2:7][NH:8][C@@H:9]([CH3:12])[CH2:10][OH:11])[CH:6]=[CH:5][CH:4]=[CH:3][CH:2]=1.C([O-])([O-])=O.[K+].[K+].Cl[CH2:20][C:21](Cl)=[O:22].[OH-].[Na+]. The catalyst is C1COCC1.O. The product is [CH3:12][C@@H:9]1[N:8]([CH2:7][C:1]2[CH:6]=[CH:5][CH:4]=[CH:3][CH:2]=2)[C:21](=[O:22])[CH2:20][O:11][CH2:10]1. The yield is 0.970. (2) The reactants are [CH3:1][S:2]([C:5]1[N:10]=[CH:9][C:8]([O:11][C:12]2[CH:13]=[C:14]3[C:18](=[C:19]([O:21][CH:22]4[CH2:27][CH2:26][O:25][CH2:24][CH2:23]4)[CH:20]=2)[NH:17][C:16]([C:28]2[S:29][CH:30]([CH2:33][C:34](O)=[O:35])[CH2:31][N:32]=2)=[CH:15]3)=[CH:7][CH:6]=1)(=[O:4])=[O:3].O.ON1C2C=CC=CC=2N=N1.Cl.C(N=C=NCCCN(C)C)C.[CH3:60][C:61]1([CH2:65][NH2:66])[CH2:64][O:63][CH2:62]1. The catalyst is CN(C)C=O.CCCCCC.C(OCC)(=O)C.O. The product is [CH3:60][C:61]1([CH2:65][NH:66][C:34](=[O:35])[CH2:33][CH:30]2[S:29][C:28]([C:16]3[NH:17][C:18]4[C:14]([CH:15]=3)=[CH:13][C:12]([O:11][C:8]3[CH:9]=[N:10][C:5]([S:2]([CH3:1])(=[O:4])=[O:3])=[CH:6][CH:7]=3)=[CH:20][C:19]=4[O:21][CH:22]3[CH2:23][CH2:24][O:25][CH2:26][CH2:27]3)=[N:32][CH2:31]2)[CH2:64][O:63][CH2:62]1. The yield is 0.610.